From a dataset of Retrosynthesis with 50K atom-mapped reactions and 10 reaction types from USPTO. Predict the reactants needed to synthesize the given product. (1) The reactants are: COC(=O)c1ccc(CBr)cc1.Cc1cc(OCc2ccccc2C#N)c(Br)c(=O)[nH]1. Given the product COC(=O)c1ccc(Cn2c(C)cc(OCc3ccccc3C#N)c(Br)c2=O)cc1, predict the reactants needed to synthesize it. (2) Given the product O=C(Nc1ccc(-c2ccc(NS(=O)(=O)c3ccccc3)cc2)cc1)[C@H]1CN2CCC1CC2, predict the reactants needed to synthesize it. The reactants are: Nc1ccc(-c2ccc(NC(=O)[C@H]3CN4CCC3CC4)cc2)cc1.O=S(=O)(Cl)c1ccccc1.